This data is from Forward reaction prediction with 1.9M reactions from USPTO patents (1976-2016). The task is: Predict the product of the given reaction. (1) Given the reactants [OH:1][C:2]1[CH:9]=[CH:8][C:5]([CH:6]=[O:7])=[CH:4][CH:3]=1.C([O-])([O-])=O.[K+].[K+].Br[CH2:17][CH2:18][OH:19].CCOCC, predict the reaction product. The product is: [OH:19][CH2:18][CH2:17][O:1][C:2]1[CH:9]=[CH:8][C:5]([CH:6]=[O:7])=[CH:4][CH:3]=1. (2) Given the reactants [F:1][C:2]1[CH:7]=[C:6]([I:8])[CH:5]=[CH:4][C:3]=1[NH:9][C:10]1[C:19]2[C:18](=[O:20])[NH:17][CH:16]=[N:15][C:14]=2[N:13]([CH3:21])[C:12](=[O:22])[CH:11]=1.C(=O)([O-])[O-].[K+].[K+].CC1(C)[O:34][C@@H:33]([CH2:35][O:36]N)[CH2:32][O:31]1, predict the reaction product. The product is: [OH:34][C@H:33]([CH2:35][OH:36])[CH2:32][O:31][N:17]1[C:18](=[O:20])[C:19]2[C:10]([NH:9][C:3]3[CH:4]=[CH:5][C:6]([I:8])=[CH:7][C:2]=3[F:1])=[CH:11][C:12](=[O:22])[N:13]([CH3:21])[C:14]=2[N:15]=[CH:16]1. (3) Given the reactants [CH3:1][C:2]1[N:11]=[CH:10][C:9]([CH3:12])=[C:8]2[C:3]=1[CH:4]=[CH:5][C:6](=O)[NH:7]2.P(Br)(Br)([Br:16])=O.C(=O)(O)[O-].[Na+], predict the reaction product. The product is: [Br:16][C:6]1[CH:5]=[CH:4][C:3]2[C:8](=[C:9]([CH3:12])[CH:10]=[N:11][C:2]=2[CH3:1])[N:7]=1.